Dataset: HIV replication inhibition screening data with 41,000+ compounds from the AIDS Antiviral Screen. Task: Binary Classification. Given a drug SMILES string, predict its activity (active/inactive) in a high-throughput screening assay against a specified biological target. (1) The drug is O=C(C=Cc1ccccc1)c1ccc(Cl)s1. The result is 0 (inactive). (2) The molecule is Cc1ccc(S(=O)(=O)NC(=O)NCCCSSCCCNC(=O)NS(=O)(=O)c2ccc(C)cc2)cc1. The result is 0 (inactive). (3) The result is 0 (inactive). The drug is CC1CCCC=CC2CC(OC(=O)CN(C)C)CC2C(O)C=CC(=O)O1. (4) The compound is OC1COC2C(O)COC12. The result is 0 (inactive).